From a dataset of Full USPTO retrosynthesis dataset with 1.9M reactions from patents (1976-2016). Predict the reactants needed to synthesize the given product. (1) Given the product [ClH:14].[CH2:2]([CH:1]1[N:24]([C:18]2[CH:19]=[CH:20][C:21]([F:23])=[CH:22][C:17]=2[F:16])[C:25]([NH2:26])=[N:27][C:28]([NH2:30])=[N:29]1)[CH2:3][CH2:4][CH2:5][CH2:6][CH2:7][CH2:8][CH2:9][CH2:10][CH2:11][CH3:12], predict the reactants needed to synthesize it. The reactants are: [CH:1](=O)[CH2:2][CH2:3][CH2:4][CH2:5][CH2:6][CH2:7][CH2:8][CH2:9][CH2:10][CH2:11][CH3:12].[ClH:14].Cl.[F:16][C:17]1[CH:22]=[C:21]([F:23])[CH:20]=[CH:19][C:18]=1[NH:24][C:25]([NH:27][C:28]([NH2:30])=[NH:29])=[NH:26]. (2) The reactants are: N1CCCCC1.C1C2C(COC([N:24]3[CH:29]4[CH2:30][N:31]([CH2:33][C:34]5[CH:39]=[CH:38][CH:37]=[CH:36][C:35]=5[C:40]([N:42]5[CH2:56][C:45]6=[C:46]7[N:51]([N:52]=[C:44]6[CH2:43]5)[C:50]([CH3:53])=[C:49]([Cl:54])[C:48]([CH3:55])=[N:47]7)=[O:41])[CH2:32][CH:25]3[CH2:26][O:27][CH2:28]4)=O)C3C(=CC=CC=3)C=2C=CC=1. Given the product [ClH:54].[ClH:54].[Cl:54][C:49]1[C:48]([CH3:55])=[N:47][C:46]2[N:51]([N:52]=[C:44]3[CH2:43][N:42]([C:40]([C:35]4[CH:36]=[CH:37][CH:38]=[CH:39][C:34]=4[CH2:33][N:31]4[CH2:32][CH:25]5[NH:24][CH:29]([CH2:28][O:27][CH2:26]5)[CH2:30]4)=[O:41])[CH2:56][C:45]3=2)[C:50]=1[CH3:53], predict the reactants needed to synthesize it. (3) Given the product [C:1]([O:5][C:6]([N:8]1[CH2:9][C:10]([NH2:12])([C:19]#[N:20])[CH2:11]1)=[O:7])([CH3:4])([CH3:2])[CH3:3], predict the reactants needed to synthesize it. The reactants are: [C:1]([O:5][C:6]([N:8]1[CH2:11][C:10]([C:19]#[N:20])([N:12](CC=C)CC=C)[CH2:9]1)=[O:7])([CH3:4])([CH3:3])[CH3:2].CN1C(=O)CC(=O)N(C)C1=O.C(=O)(O)[O-].[Na+].